Dataset: NCI-60 drug combinations with 297,098 pairs across 59 cell lines. Task: Regression. Given two drug SMILES strings and cell line genomic features, predict the synergy score measuring deviation from expected non-interaction effect. Drug 1: CC12CCC3C(C1CCC2=O)CC(=C)C4=CC(=O)C=CC34C. Drug 2: CC(C)CN1C=NC2=C1C3=CC=CC=C3N=C2N. Cell line: SF-539. Synergy scores: CSS=27.2, Synergy_ZIP=0.339, Synergy_Bliss=1.18, Synergy_Loewe=-0.109, Synergy_HSA=-0.674.